Dataset: Full USPTO retrosynthesis dataset with 1.9M reactions from patents (1976-2016). Task: Predict the reactants needed to synthesize the given product. (1) Given the product [N:15]([C:18](=[CH:5][C:4]1[CH:7]=[CH:8][C:9]([O:10][CH2:11][C:12]([CH3:14])=[CH2:13])=[C:2]([Br:1])[CH:3]=1)[C:19]([O:21][CH2:22][CH3:23])=[O:20])=[N+:16]=[N-:17], predict the reactants needed to synthesize it. The reactants are: [Br:1][C:2]1[CH:3]=[C:4]([CH:7]=[CH:8][C:9]=1[O:10][CH2:11][C:12]([CH3:14])=[CH2:13])[CH:5]=O.[N:15]([CH2:18][C:19]([O:21][CH2:22][CH3:23])=[O:20])=[N+:16]=[N-:17].CC[O-].[Na+].O. (2) Given the product [Cl:13][C:14]1[CH:19]=[CH:18][C:17]([NH:20][C:21]([NH:1][C:2]2[N:6]([CH3:7])[CH:5]=[N:4][C:3]=2[C:8]([O:10][CH2:11][CH3:12])=[O:9])=[S:22])=[CH:16][CH:15]=1, predict the reactants needed to synthesize it. The reactants are: [NH2:1][C:2]1[N:6]([CH3:7])[CH:5]=[N:4][C:3]=1[C:8]([O:10][CH2:11][CH3:12])=[O:9].[Cl:13][C:14]1[CH:19]=[CH:18][C:17]([N:20]=[C:21]=[S:22])=[CH:16][CH:15]=1. (3) Given the product [Cl:1][C:2]1[C:8]([N:16]2[CH2:17][CH2:18][N:13]([CH2:19][CH2:20][OH:21])[CH2:14][CH2:15]2)=[CH:7][C:5]([NH2:6])=[C:4]([N+:10]([O-:12])=[O:11])[CH:3]=1, predict the reactants needed to synthesize it. The reactants are: [Cl:1][C:2]1[C:8](Cl)=[CH:7][C:5]([NH2:6])=[C:4]([N+:10]([O-:12])=[O:11])[CH:3]=1.[N:13]1([CH2:19][CH2:20][OH:21])[CH2:18][CH2:17][NH:16][CH2:15][CH2:14]1.C(=O)([O-])[O-].[Na+].[Na+].O.